Predict the product of the given reaction. From a dataset of Forward reaction prediction with 1.9M reactions from USPTO patents (1976-2016). (1) The product is: [F:12][C:9]([F:10])([F:11])[C:7]1[CH:6]=[C:5]([C:13]([CH3:42])([CH3:43])[C:14]([N:16]([C:18]2[CH:19]=[N:20][C:21]([C:31]#[C:32][CH2:33][OH:34])=[CH:22][C:23]=2[C:24]2[CH:29]=[CH:28][CH:27]=[CH:26][C:25]=2[CH3:30])[CH3:17])=[O:15])[CH:4]=[C:3]([C:2]([F:1])([F:44])[F:45])[CH:8]=1. Given the reactants [F:1][C:2]([F:45])([F:44])[C:3]1[CH:4]=[C:5]([C:13]([CH3:43])([CH3:42])[C:14]([N:16]([C:18]2[CH:19]=[N:20][C:21]([C:31]#[C:32][CH2:33][O:34][Si](C(C)(C)C)(C)C)=[CH:22][C:23]=2[C:24]2[CH:29]=[CH:28][CH:27]=[CH:26][C:25]=2[CH3:30])[CH3:17])=[O:15])[CH:6]=[C:7]([C:9]([F:12])([F:11])[F:10])[CH:8]=1.[F-].C([N+](CCCC)(CCCC)CCCC)CCC.O, predict the reaction product. (2) The product is: [Cl:1][C:2]1[CH:7]=[CH:6][C:5]([C@H:8]([C@@H:12]([CH3:17])[C:13]([F:16])([F:15])[F:14])[C:9]([Cl:26])=[O:10])=[CH:4][CH:3]=1. Given the reactants [Cl:1][C:2]1[CH:7]=[CH:6][C:5]([C@H:8]([C@@H:12]([CH3:17])[C:13]([F:16])([F:15])[F:14])[C:9](O)=[O:10])=[CH:4][CH:3]=1.CN(C=O)C.C(Cl)(=O)C([Cl:26])=O, predict the reaction product. (3) Given the reactants [NH2:1][C:2]1[CH:7]=[CH:6][C:5]([CH:8]([CH3:16])[C:9]([O:11][C:12]([CH3:15])([CH3:14])[CH3:13])=[O:10])=[CH:4][C:3]=1[Br:17].Br[CH2:19][C:20]1[CH:29]=[CH:28][CH:27]=[CH:26][C:21]=1[C:22]([O:24][CH3:25])=[O:23].C(N(C(C)C)CC)(C)C, predict the reaction product. The product is: [Br:17][C:3]1[CH:4]=[C:5]([CH:8]([CH3:16])[C:9]([O:11][C:12]([CH3:13])([CH3:15])[CH3:14])=[O:10])[CH:6]=[CH:7][C:2]=1[NH:1][CH2:19][C:20]1[CH:29]=[CH:28][CH:27]=[CH:26][C:21]=1[C:22]([O:24][CH3:25])=[O:23]. (4) The product is: [Br:1][C:2]1[C:3]([CH3:18])=[CH:4][C:5]([C:20]2[N:21]=[N:22][C:23]([CH3:26])=[CH:24][CH:25]=2)=[CH:6][C:7]=1[CH3:8]. Given the reactants [Br:1][C:2]1[C:7]([CH3:8])=[CH:6][C:5](B2OC(C)(C)C(C)(C)O2)=[CH:4][C:3]=1[CH3:18].Br[C:20]1[N:21]=[N:22][C:23]([CH3:26])=[CH:24][CH:25]=1, predict the reaction product. (5) Given the reactants [F:1][C:2]1[CH:7]=[CH:6][CH:5]=[C:4]([N:8]2[N:12]=[CH:11][CH:10]=[N:9]2)[C:3]=1[C:13]([N:15]1[CH2:19][CH:18]2[CH2:20][N:21]([C:23]3[N:28]=[C:27]([OH:29])[CH:26]=[C:25]([CH3:30])[N:24]=3)[CH2:22][CH:17]2[CH2:16]1)=[O:14].CC([O-])(C)C.[K+].C1C=CC(N([S:44]([C:47]([F:50])([F:49])[F:48])(=[O:46])=[O:45])[S:44]([C:47]([F:50])([F:49])[F:48])(=[O:46])=[O:45])=CC=1, predict the reaction product. The product is: [F:48][C:47]([F:50])([F:49])[S:44]([O:29][C:27]1[CH:26]=[C:25]([CH3:30])[N:24]=[C:23]([N:21]2[CH2:20][CH:18]3[CH:17]([CH2:16][N:15]([C:13](=[O:14])[C:3]4[C:4]([N:8]5[N:12]=[CH:11][CH:10]=[N:9]5)=[CH:5][CH:6]=[CH:7][C:2]=4[F:1])[CH2:19]3)[CH2:22]2)[N:28]=1)(=[O:46])=[O:45]. (6) Given the reactants [CH2:1]([N:4]1[CH2:9][CH:8]([OH:10])[C:7]2[S:11][CH:12]=[CH:13][C:6]=2[CH2:5]1)[CH:2]=[CH2:3].[Cl:14][C:15]1[C:20]([Cl:21])=[CH:19][CH:18]=[CH:17][C:16]=1F, predict the reaction product. The product is: [ClH:14].[CH2:1]([N:4]1[CH2:9][CH:8]([O:10][C:19]2[CH:18]=[CH:17][CH:16]=[C:15]([Cl:14])[C:20]=2[Cl:21])[C:7]2[S:11][CH:12]=[CH:13][C:6]=2[CH2:5]1)[CH:2]=[CH2:3]. (7) Given the reactants C([Sn](CCCC)(CCCC)[C:6]1[S:7][CH:8]=[CH:9][N:10]=1)CCC.I[C:20]1[C:21]([C:27]([O:29][CH3:30])=[O:28])=[N:22][C:23]([CH3:26])=[CH:24][CH:25]=1, predict the reaction product. The product is: [CH3:26][C:23]1[N:22]=[C:21]([C:27]([O:29][CH3:30])=[O:28])[C:20]([C:6]2[S:7][CH:8]=[CH:9][N:10]=2)=[CH:25][CH:24]=1. (8) Given the reactants [Si:1]([O:8]S(C(F)(F)F)(=O)=O)([C:4]([CH3:7])([CH3:6])[CH3:5])([CH3:3])[CH3:2].[Br:16][C:17]1[CH:22]=[CH:21][C:20]([C:23]2(O)[CH2:26][CH2:25][CH2:24]2)=[CH:19][CH:18]=1.C(N(CC)CC)C.C([O-])(O)=O.[Na+], predict the reaction product. The product is: [Br:16][C:17]1[CH:22]=[CH:21][C:20]([C:23]2([O:8][Si:1]([C:4]([CH3:7])([CH3:6])[CH3:5])([CH3:3])[CH3:2])[CH2:26][CH2:25][CH2:24]2)=[CH:19][CH:18]=1. (9) Given the reactants C(N[C@@H](C(O)=O)C)(OC(C)(C)C)=O.C(N1C=CN=C1)(N1C=CN=C1)=O.[Cl-].[Mg+2].[Cl-].C(OC)(=O)CC([O-])=O.[K+].[C:38]([O:42][C:43]([NH:45][C@H:46]([CH3:54])[C:47](=[O:53])[CH2:48][C:49]([O:51][CH3:52])=[O:50])=[O:44])([CH3:41])([CH3:40])[CH3:39], predict the reaction product. The product is: [C:38]([O:42][C:43]([NH:45][C@H:46]([CH3:54])/[C:47](/[OH:53])=[CH:48]/[C:49]([O:51][CH3:52])=[O:50])=[O:44])([CH3:40])([CH3:41])[CH3:39].